Dataset: Peptide-MHC class II binding affinity with 134,281 pairs from IEDB. Task: Regression. Given a peptide amino acid sequence and an MHC pseudo amino acid sequence, predict their binding affinity value. This is MHC class II binding data. (1) The MHC is DRB1_0701 with pseudo-sequence DRB1_0701. The peptide sequence is FKAAVAAAANAPPAD. The binding affinity (normalized) is 0.355. (2) The peptide sequence is MNVSIPHSFTMTLK. The MHC is HLA-DQA10401-DQB10402 with pseudo-sequence HLA-DQA10401-DQB10402. The binding affinity (normalized) is 0.0847. (3) The peptide sequence is EQQWNFAGIEAAASA. The MHC is DRB1_0404 with pseudo-sequence DRB1_0404. The binding affinity (normalized) is 0.587. (4) The peptide sequence is RDLEVVAATPTSLLI. The MHC is DRB4_0101 with pseudo-sequence DRB4_0103. The binding affinity (normalized) is 0.304. (5) The MHC is DRB1_0701 with pseudo-sequence DRB1_0701. The peptide sequence is EKKYNAATQFEPLAA. The binding affinity (normalized) is 0.423. (6) The peptide sequence is DAYICAIRRAKSFIY. The MHC is DRB1_0301 with pseudo-sequence DRB1_0301. The binding affinity (normalized) is 0.192.